This data is from Full USPTO retrosynthesis dataset with 1.9M reactions from patents (1976-2016). The task is: Predict the reactants needed to synthesize the given product. (1) Given the product [OH2:8].[OH:151][C:149]([C:148]([F:153])([F:152])[F:147])=[O:150].[C:149]([OH:151])([C:148]([F:153])([F:152])[F:147])=[O:150], predict the reactants needed to synthesize it. The reactants are: N[C@H](C(N[C@H](C(N[C@H](C(N[C@H](C(N[C@H](C(N[C@H](C(N[C@H](C(N[C@H](C(O)=O)CCC(=O)OC(C)(C)C)=O)[C@@H](C)OC(C)(C)C)=O)[C@H](CC)C)=O)C(C)C)=O)CCC(=O)OC(C)(C)C)=O)CC(=O)NC(C1C=CC=CC=1)(C1C=CC=CC=1)C1C=CC=CC=1)=O)CC(C)C)=[O:8])CC(C)C.SCCS([O-])(=O)=O.[Na+].C1CN([P+](ON2N=NC3C=CC=CC2=3)(N2CCCC2)N2CCCC2)CC1.F[P-](F)(F)(F)(F)F.CCN(C(C)C)C(C)C.[F:147][C:148]([F:153])([F:152])[C:149]([OH:151])=[O:150]. (2) Given the product [NH2:1][C:4]1[CH:9]=[N:8][C:7]([NH:10][C:11]2[CH:16]=[CH:15][C:14]([S:17]([NH:20][CH2:21][CH2:22][N:23]3[CH2:27][CH2:26][CH2:25][CH2:24]3)(=[O:19])=[O:18])=[CH:13][CH:12]=2)=[N:6][CH:5]=1, predict the reactants needed to synthesize it. The reactants are: [N+:1]([C:4]1[CH:5]=[N:6][C:7]([NH:10][C:11]2[CH:16]=[CH:15][C:14]([S:17]([NH:20][CH2:21][CH2:22][N:23]3[CH2:27][CH2:26][CH2:25][CH2:24]3)(=[O:19])=[O:18])=[CH:13][CH:12]=2)=[N:8][CH:9]=1)([O-])=O. (3) The reactants are: [Cl:1][C:2]1[C:7]([Cl:8])=[CH:6][CH:5]=[C:4]([CH:9]2[O:13][CH2:12][CH2:11][O:10]2)[C:3]=1[S:14](Cl)(=[O:16])=[O:15].[C:18]([NH:21][NH2:22])(=[O:20])[CH3:19]. Given the product [C:18]([NH:21][NH:22][S:14]([C:3]1[C:4]([CH:9]2[O:13][CH2:12][CH2:11][O:10]2)=[CH:5][CH:6]=[C:7]([Cl:8])[C:2]=1[Cl:1])(=[O:16])=[O:15])(=[O:20])[CH3:19], predict the reactants needed to synthesize it. (4) Given the product [Cl:31][C:27]1[CH:26]=[C:25]([C:23]2[CH:22]=[C:21]([C:32]([F:34])([F:33])[F:35])[N:20]=[C:19]([N:17]3[CH:18]=[C:14]([C:11]4[S:10][C:9]([S:6]([NH2:5])(=[O:8])=[O:7])=[CH:13][CH:12]=4)[N:15]=[CH:16]3)[N:24]=2)[CH:30]=[CH:29][CH:28]=1, predict the reactants needed to synthesize it. The reactants are: C([NH:5][S:6]([C:9]1[S:10][C:11]([C:14]2[N:15]=[CH:16][N:17]([C:19]3[N:24]=[C:23]([C:25]4[CH:30]=[CH:29][CH:28]=[C:27]([Cl:31])[CH:26]=4)[CH:22]=[C:21]([C:32]([F:35])([F:34])[F:33])[N:20]=3)[CH:18]=2)=[CH:12][CH:13]=1)(=[O:8])=[O:7])(C)(C)C.C(O)(C(F)(F)F)=O.